This data is from Peptide-MHC class II binding affinity with 134,281 pairs from IEDB. The task is: Regression. Given a peptide amino acid sequence and an MHC pseudo amino acid sequence, predict their binding affinity value. This is MHC class II binding data. (1) The peptide sequence is YTGRLSQAQLMPSPP. The MHC is HLA-DQA10101-DQB10501 with pseudo-sequence HLA-DQA10101-DQB10501. The binding affinity (normalized) is 0.144. (2) The MHC is DRB1_0101 with pseudo-sequence DRB1_0101. The peptide sequence is VPAADKFKTFEAAFT. The binding affinity (normalized) is 0.669.